Dataset: Full USPTO retrosynthesis dataset with 1.9M reactions from patents (1976-2016). Task: Predict the reactants needed to synthesize the given product. Given the product [Cl:1][C:2]1[CH:3]=[C:4]([NH:8][C:9]2[C:14]3[CH:15]=[CH:16][N:17]([CH3:18])[C:13]=3[C:12]([C:19]([N:34]3[CH2:39][CH2:38][O:37][CH2:36][CH2:35]3)=[O:20])=[CH:11][N:10]=2)[CH:5]=[CH:6][CH:7]=1, predict the reactants needed to synthesize it. The reactants are: [Cl:1][C:2]1[CH:3]=[C:4]([NH:8][C:9]2[C:14]3[CH:15]=[CH:16][N:17]([CH3:18])[C:13]=3[C:12]([C:19](O)=[O:20])=[CH:11][N:10]=2)[CH:5]=[CH:6][CH:7]=1.ON1C2C=CC=CC=2N=N1.C([N:34]1[CH2:39][CH2:38][O:37][CH2:36][CH2:35]1)C.Cl.C(N=C=NCCCN(C)C)C.N1CCOCC1.